Dataset: Full USPTO retrosynthesis dataset with 1.9M reactions from patents (1976-2016). Task: Predict the reactants needed to synthesize the given product. (1) Given the product [C:16]1([P:9]([C:10]2[CH:11]=[CH:12][CH:13]=[CH:14][CH:15]=2)[C:23]2[NH:24][C:25](=[O:33])[C:26]3[C:31]([CH:32]=2)=[CH:30][CH:29]=[CH:28][CH:27]=3)[CH:17]=[CH:18][CH:19]=[CH:20][CH:21]=1, predict the reactants needed to synthesize it. The reactants are: N.[Na].C1([P:9]([C:16]2[CH:21]=[CH:20][CH:19]=[CH:18][CH:17]=2)[C:10]2[CH:15]=[CH:14][CH:13]=[CH:12][CH:11]=2)C=CC=CC=1.Cl[C:23]1[NH:24][C:25](=[O:33])[C:26]2[C:31]([CH:32]=1)=[CH:30][CH:29]=[CH:28][CH:27]=2. (2) Given the product [Cl:1][C:2]1[CH:3]=[CH:4][C:5]2[O:18][CH:24]([C:20]3[S:19][CH:23]=[CH:22][CH:21]=3)[C:16]3[C:15]4[C:10](=[CH:11][CH:12]=[CH:13][C:14]=4[F:17])[NH:9][C:8]=3[C:6]=2[N:7]=1, predict the reactants needed to synthesize it. The reactants are: [Cl:1][C:2]1[N:7]=[C:6]([C:8]2[NH:9][C:10]3[C:15]([CH:16]=2)=[C:14]([F:17])[CH:13]=[CH:12][CH:11]=3)[C:5]([OH:18])=[CH:4][CH:3]=1.[S:19]1[CH:23]=[CH:22][CH:21]=[C:20]1[CH:24]=O.CC1C=CC(S(O)(=O)=O)=CC=1. (3) Given the product [Br:22][C:23]1[CH:28]=[CH:27][C:26]([S:29]([NH:1][CH2:2][C@@H:3]2[CH2:7][CH2:6][CH2:5][N:4]2[C:8]([O:10][C:11]([CH3:14])([CH3:13])[CH3:12])=[O:9])(=[O:31])=[O:30])=[CH:25][CH:24]=1, predict the reactants needed to synthesize it. The reactants are: [NH2:1][CH2:2][C@@H:3]1[CH2:7][CH2:6][CH2:5][N:4]1[C:8]([O:10][C:11]([CH3:14])([CH3:13])[CH3:12])=[O:9].CCN(CC)CC.[Br:22][C:23]1[CH:28]=[CH:27][C:26]([S:29](Cl)(=[O:31])=[O:30])=[CH:25][CH:24]=1. (4) Given the product [CH2:1]([N:8]([CH3:17])[C:9]1[C:14]([F:15])=[CH:13][N:12]([C:24]([O:23][CH2:22][CH2:21][CH2:20][CH2:19][CH3:18])=[O:25])[C:11](=[O:16])[N:10]=1)[C:2]1[CH:7]=[CH:6][CH:5]=[CH:4][CH:3]=1, predict the reactants needed to synthesize it. The reactants are: [CH2:1]([N:8]([CH3:17])[C:9]1[C:14]([F:15])=[CH:13][NH:12][C:11](=[O:16])[N:10]=1)[C:2]1[CH:7]=[CH:6][CH:5]=[CH:4][CH:3]=1.[CH3:18][CH2:19][CH2:20][CH2:21][CH2:22][O:23][C:24](Cl)=[O:25].CCN(CC)CC.